Dataset: Experimentally validated miRNA-target interactions with 360,000+ pairs, plus equal number of negative samples. Task: Binary Classification. Given a miRNA mature sequence and a target amino acid sequence, predict their likelihood of interaction. (1) The miRNA is hsa-miR-4778-3p with sequence UCUUCUUCCUUUGCAGAGUUGA. The protein sequence of the target gene is MSRRSQRLTRYSQGDDDGSSSSGGSSVAGSQSTLFKDSPLRTLKRKSSNMKRLSPAPQLGPSSDAHTSYYSESLVHESWFPPRSSLEELHGDANWGEDLRVRRRRGTGGSESSRASGLVGRKATEDFLGSSSGYSSEDDYVGYSDVDQQSSSSRLRSAVSRAGSLLWMVATSPGRLFRLLYWWAGTTWYRLTTAASLLDVFVLTRRFSSLKTFLWFLLPLLLLTCLTYGAWYFYPYGLQTFHPALVSWWAAKDSRRPDEGWEARDSSPHFQAEQRVMSRVHSLERRLEALAAEFSSNWQK.... Result: 1 (interaction). (2) The miRNA is hsa-miR-192-5p with sequence CUGACCUAUGAAUUGACAGCC. The protein sequence of the target gene is MASGPGSQEREGLLIVKLEEDCAWSQELPPPDPGPSPEASHLRFRRFRFQEAAGPREALSRLQELCHGWLRPEMRTKEQILELLVLEQFLTILPQEIQSRVQELHPESGEEAVTLVEDMQRELGRLRQQVTNHGRGTEVLLEEPLPLETARESPSFKLEPMETERSPGPRLQELLGPSPQRDPQAVKERALSAPWLSLFPPEGNMEDKEMTGPQLPESLEDVAMYISQEEWGHQDPSKRALSRDTVQESYENVDSLESHIPSQEVPGTQVGQGGKLWDPSVQSCKEGLSPRGPAPGEEKF.... Result: 1 (interaction). (3) The miRNA is hsa-miR-5571-5p with sequence CAAUUCUCAAAGGAGCCUCCC. The protein sequence of the target gene is MWVRTTLTIERWTKEKTEPKARSWDEALSDVNRLPSWERGHLLAGVASSTDVSTFSEGGDCKEPDKCCWRHKQCTGHIIYPFASDCVRHSLHLHSVNHCNCNSRLKDSSEDSSSSRGAGPTCSHVIESPCFELTPEEEHVERFRYGWCKSYRPVSVAVIHHPLYHECGADDLNEEEEEEEEESKPPIPTQVGPATASPDLGTSMATGTPDSTAPITIWRSESPTGKGQGSKVIKKVKKKKEKEKDKEEMDEKAKLKKKAKKGQLTKKKSPVKLEPSPPDVSRSLSARQLARMSESSPESR.... Result: 0 (no interaction).